This data is from Full USPTO retrosynthesis dataset with 1.9M reactions from patents (1976-2016). The task is: Predict the reactants needed to synthesize the given product. (1) Given the product [CH3:1][O:2][C:3]1[C:4]([C:16]#[N:17])=[N:5][NH:6][CH:7]=1, predict the reactants needed to synthesize it. The reactants are: [CH3:1][O:2][C:3]1[C:4]([C:16]#[N:17])=[N:5][N:6](COCC[Si](C)(C)C)[CH:7]=1. (2) Given the product [N:34]1[CH:35]=[CH:36][C:31]([CH2:30][CH2:29][NH:28][C:13]([C:10]2[S:11][CH:12]=[C:8]([C:5]3[CH:4]=[CH:3][C:2]([Cl:1])=[CH:7][CH:6]=3)[N:9]=2)=[O:15])=[CH:32][CH:33]=1, predict the reactants needed to synthesize it. The reactants are: [Cl:1][C:2]1[CH:7]=[CH:6][C:5]([C:8]2[N:9]=[C:10]([C:13]([OH:15])=O)[S:11][CH:12]=2)=[CH:4][CH:3]=1.C1N=CN(C(N2C=NC=C2)=O)C=1.[NH2:28][CH2:29][CH2:30][C:31]1[CH:36]=[CH:35][N:34]=[CH:33][CH:32]=1.C(Cl)(Cl)Cl. (3) Given the product [OH:1][C:2]1([C:30]([F:32])([F:33])[F:31])[C:14]2[CH:13]=[C:12]([CH3:15])[CH:11]=[C:10]([C:16]3[CH:17]=[N:18][N:19]([CH2:21][CH2:22][C:23]([OH:25])=[O:24])[CH:20]=3)[C:9]=2[C:8]2[C:3]1=[CH:4][CH:5]=[CH:6][CH:7]=2, predict the reactants needed to synthesize it. The reactants are: [OH:1][C:2]1([C:30]([F:33])([F:32])[F:31])[C:14]2[CH:13]=[C:12]([CH3:15])[CH:11]=[C:10]([C:16]3[CH:17]=[N:18][N:19]([CH2:21][CH2:22][C:23]([O:25]C(C)(C)C)=[O:24])[CH:20]=3)[C:9]=2[C:8]2[C:3]1=[CH:4][CH:5]=[CH:6][CH:7]=2.FC(F)(F)C(O)=O. (4) Given the product [O:1]=[C:2]1[NH:6][CH2:5][CH2:4][N:3]1[CH2:7][CH2:8][NH:9][C:10]([NH:12][NH:17][C:19]([O:21][CH2:22][CH3:23])=[O:20])=[O:11], predict the reactants needed to synthesize it. The reactants are: [O:1]=[C:2]1[NH:6][CH2:5][CH2:4][N:3]1[CH2:7][CH2:8][NH:9][C:10]([N:12]1C=CN=C1)=[O:11].[NH:17]([C:19]([O:21][CH2:22][CH3:23])=[O:20])N.